From a dataset of Catalyst prediction with 721,799 reactions and 888 catalyst types from USPTO. Predict which catalyst facilitates the given reaction. (1) Reactant: [Br:1]Br.[F:3][C:4]([F:15])([F:14])[C:5]1[C:13]2[C:8](=[N:9][CH:10]=[CH:11][CH:12]=2)[NH:7][CH:6]=1.C(=O)(O)[O-].[Na+].S([O-])([O-])(=O)=S.[Na+].[Na+]. Product: [Br:1][C:11]1[CH:12]=[C:13]2[C:5]([C:4]([F:14])([F:3])[F:15])=[CH:6][NH:7][C:8]2=[N:9][CH:10]=1. The catalyst class is: 529. (2) Reactant: [Cl:1][C:2]1[N:7]=[CH:6][C:5]([C@@H:8]2[CH2:12][CH2:11][CH2:10][C@H:9]2[OH:13])=[CH:4][CH:3]=1.CCN(CC)CC.[CH3:21][S:22](Cl)(=[O:24])=[O:23].CCOC(C)=O. Product: [Cl:1][C:2]1[N:7]=[CH:6][C:5]([C@@H:8]2[CH2:12][CH2:11][CH2:10][C@H:9]2[O:13][S:22]([CH3:21])(=[O:24])=[O:23])=[CH:4][CH:3]=1. The catalyst class is: 2. (3) Reactant: Br[C:2]1[C:3]2[N:10]([C:11]3[CH:16]=[CH:15][C:14]([O:17][CH2:18][CH2:19][N:20]([CH3:22])[CH3:21])=[CH:13][CH:12]=3)[C:9]([C:23]3[C:24]([NH2:28])=[N:25][O:26][N:27]=3)=[N:8][C:4]=2[CH:5]=[N:6][CH:7]=1.[C:29]1(B(O)O)[CH:34]=[CH:33][CH:32]=[CH:31][CH:30]=1.C(Cl)Cl.C([O-])([O-])=O.[K+].[K+]. Product: [CH3:22][N:20]([CH3:21])[CH2:19][CH2:18][O:17][C:14]1[CH:15]=[CH:16][C:11]([N:10]2[C:3]3[C:2]([C:29]4[CH:34]=[CH:33][CH:32]=[CH:31][CH:30]=4)=[CH:7][N:6]=[CH:5][C:4]=3[N:8]=[C:9]2[C:23]2[C:24]([NH2:28])=[N:25][O:26][N:27]=2)=[CH:12][CH:13]=1. The catalyst class is: 75. (4) Reactant: [C:1]([O:5][C:6]([NH:8][C@@H:9]([CH:54]([C:62]1[CH:67]=[CH:66][C:65]([F:68])=[CH:64][CH:63]=1)[C:55]1[CH:60]=[CH:59][C:58]([F:61])=[CH:57][CH:56]=1)[C:10]([NH:12][C:13]1[CH:52]=[CH:51][CH:50]=[C:49]([F:53])[C:14]=1[CH2:15][CH2:16][C@H:17]1[CH2:24][N:23]([C:25]([O:27][C:28]([CH3:31])([CH3:30])[CH3:29])=[O:26])[CH2:22][C:19]2([CH2:21][CH2:20]2)[N:18]1C(OCC1C2C=CC=CC=2C2C1=CC=CC=2)=O)=[O:11])=[O:7])([CH3:4])([CH3:3])[CH3:2].N1CCCCC1. Product: [C:1]([O:5][C:6]([NH:8][C@@H:9]([CH:54]([C:55]1[CH:56]=[CH:57][C:58]([F:61])=[CH:59][CH:60]=1)[C:62]1[CH:67]=[CH:66][C:65]([F:68])=[CH:64][CH:63]=1)[C:10]([NH:12][C:13]1[CH:52]=[CH:51][CH:50]=[C:49]([F:53])[C:14]=1[CH2:15][CH2:16][C@H:17]1[CH2:24][N:23]([C:25]([O:27][C:28]([CH3:29])([CH3:31])[CH3:30])=[O:26])[CH2:22][C:19]2([CH2:20][CH2:21]2)[NH:18]1)=[O:11])=[O:7])([CH3:2])([CH3:3])[CH3:4]. The catalyst class is: 2. (5) Reactant: CC[O:3]C(CC1N=C(NC(CSC2[N+](CC=C)=C(N)CC(=O)N=2)=O)SC=1)=O.[Cl:28][C:29]1[CH:30]=[C:31]([C:40]2[CH:45]=[CH:44][CH:43]=[CH:42][C:41]=2[N:46]([CH3:51])[S:47]([CH3:50])(=[O:49])=[O:48])[N:32]2[C:37]=1[CH:36]=[N:35][C:34](SC)=[N:33]2.C(Cl)Cl.ClC1C=CC=C(C(OO)=O)C=1.[OH-].[Na+].C(O)(=O)C. Product: [Cl:28][C:29]1[CH:30]=[C:31]([C:40]2[CH:45]=[CH:44][CH:43]=[CH:42][C:41]=2[N:46]([CH3:51])[S:47]([CH3:50])(=[O:49])=[O:48])[N:32]2[C:37]=1[CH:36]=[N:35][C:34]([OH:3])=[N:33]2. The catalyst class is: 6. (6) Reactant: [Cl:1][C:2]1[CH:10]=[C:9]2[C:5]([C:6]([C:12](=[O:17])C(F)(F)F)=[C:7]([CH3:11])[NH:8]2)=[CH:4][CH:3]=1.[OH-:18].[Na+]. Product: [Cl:1][C:2]1[CH:10]=[C:9]2[C:5]([C:6]([C:12]([OH:17])=[O:18])=[C:7]([CH3:11])[NH:8]2)=[CH:4][CH:3]=1. The catalyst class is: 6.